Dataset: Reaction yield outcomes from USPTO patents with 853,638 reactions. Task: Predict the reaction yield, written as a fraction of the theoretical maximum amount of product (1.0 means a 100% yield; for example, 0.34 means a 34% yield). (1) The reactants are [NH:1]1[C:9]2[CH2:8][CH2:7][CH2:6][NH:5][C:4]=2[C:3]([C:10]([O:12][CH3:13])=[O:11])=[N:2]1.[I:14][C:15]1[CH:16]=[C:17](B(O)O)[CH:18]=[CH:19][CH:20]=1. No catalyst specified. The product is [I:14][C:15]1[CH:20]=[C:19]([N:1]2[C:9]3[CH2:8][CH2:7][CH2:6][NH:5][C:4]=3[C:3]([C:10]([O:12][CH3:13])=[O:11])=[N:2]2)[CH:18]=[CH:17][CH:16]=1. The yield is 0.280. (2) The reactants are Cl[C:2]1[CH:7]=[C:6]([N:8]([CH2:17][O:18][CH2:19][CH2:20][Si:21]([CH3:24])([CH3:23])[CH3:22])[CH2:9][O:10][CH2:11][CH2:12][Si:13]([CH3:16])([CH3:15])[CH3:14])[N:5]2[N:25]=[CH:26][CH:27]=[C:4]2[N:3]=1.C([Sn]([C:41]#[N:42])(CCCC)CCCC)CCC. The catalyst is [Pd].C1(P(C2C=CC=CC=2)C2C=CC=CC=2)C=CC=CC=1.C1(P(C2C=CC=CC=2)C2C=CC=CC=2)C=CC=CC=1.C1(P(C2C=CC=CC=2)C2C=CC=CC=2)C=CC=CC=1.C1(P(C2C=CC=CC=2)C2C=CC=CC=2)C=CC=CC=1.[Pd].C(P(C(C)(C)C)C(C)(C)C)(C)(C)C.C(P(C(C)(C)C)C(C)(C)C)(C)(C)C. The product is [CH3:14][Si:13]([CH3:16])([CH3:15])[CH2:12][CH2:11][O:10][CH2:9][N:8]([CH2:17][O:18][CH2:19][CH2:20][Si:21]([CH3:24])([CH3:23])[CH3:22])[C:6]1[N:5]2[N:25]=[CH:26][CH:27]=[C:4]2[N:3]=[C:2]([C:41]#[N:42])[CH:7]=1. The yield is 0.900. (3) The reactants are C([N:8]1[CH2:13][CH2:12][C@@H:11]([CH:14]2[CH2:16][CH2:15]2)[C@H:10]([NH:17][C:18](=[O:24])[O:19][C:20]([CH3:23])([CH3:22])[CH3:21])[CH2:9]1)C1C=CC=CC=1.[H][H]. The catalyst is CO.[Pd]. The product is [C:20]([O:19][C:18](=[O:24])[NH:17][C@H:10]1[C@H:11]([CH:14]2[CH2:15][CH2:16]2)[CH2:12][CH2:13][NH:8][CH2:9]1)([CH3:23])([CH3:21])[CH3:22]. The yield is 1.00. (4) The reactants are [CH3:1][O:2][C:3]1[CH:4]=[C:5]2[C:10](=[CH:11][C:12]=1[O:13][CH3:14])[N:9]=[CH:8][N:7]=[C:6]2[O:15][C:16]1[CH:22]=[CH:21][C:19]([NH2:20])=[C:18]([N+:23]([O-:25])=[O:24])[CH:17]=1.C(N(CC)CC)C.ClC(Cl)(O[C:37](=[O:43])OC(Cl)(Cl)Cl)Cl.[CH2:45]([N:49]([CH2:53][CH2:54][CH2:55][CH3:56])[CH2:50][CH2:51][NH2:52])[CH2:46][CH2:47][CH3:48]. The catalyst is C(Cl)(Cl)Cl.O. The product is [CH2:45]([N:49]([CH2:53][CH2:54][CH2:55][CH3:56])[CH2:50][CH2:51][NH:52][C:37]([NH:20][C:19]1[CH:21]=[CH:22][C:16]([O:15][C:6]2[C:5]3[C:10](=[CH:11][C:12]([O:13][CH3:14])=[C:3]([O:2][CH3:1])[CH:4]=3)[N:9]=[CH:8][N:7]=2)=[CH:17][C:18]=1[N+:23]([O-:25])=[O:24])=[O:43])[CH2:46][CH2:47][CH3:48]. The yield is 0.420. (5) The reactants are [CH3:1][S:2]([C:5]1[CH:6]=[CH:7][C:8]([O:14][CH2:15][C:16]([F:19])([F:18])[F:17])=[C:9]([CH:13]=1)[C:10]([OH:12])=O)(=[O:4])=[O:3].Cl.[CH2:21]([S:25]([C:28]1[S:32][C:31]([N:33]2[CH2:38][CH2:37][NH:36][CH2:35][CH2:34]2)=[N:30][CH:29]=1)(=[O:27])=[O:26])[CH2:22][CH2:23][CH3:24]. No catalyst specified. The product is [CH2:21]([S:25]([C:28]1[S:32][C:31]([N:33]2[CH2:38][CH2:37][N:36]([C:10]([C:9]3[CH:13]=[C:5]([S:2]([CH3:1])(=[O:3])=[O:4])[CH:6]=[CH:7][C:8]=3[O:14][CH2:15][C:16]([F:19])([F:18])[F:17])=[O:12])[CH2:35][CH2:34]2)=[N:30][CH:29]=1)(=[O:27])=[O:26])[CH2:22][CH2:23][CH3:24]. The yield is 0.630. (6) The reactants are [C:1](Cl)(=O)[O:2]C(Cl)(Cl)Cl.[NH2:9][C:10]1[CH:18]=[CH:17][CH:16]=[C:15]([CH3:19])[C:11]=1[C:12]([OH:14])=[O:13].C(OCC)C. The catalyst is O1CCOCC1. The product is [CH3:19][C:15]1[C:11]2[C:12](=[O:14])[O:13][C:1](=[O:2])[NH:9][C:10]=2[CH:18]=[CH:17][CH:16]=1. The yield is 0.560. (7) The reactants are [I:1][C:2]1[CH:7]=[CH:6][C:5]([CH2:8][C:9](O)=[O:10])=[CH:4][CH:3]=1.B.O1CCCC1. The catalyst is O1CCCC1. The product is [I:1][C:2]1[CH:7]=[CH:6][C:5]([CH2:8][CH2:9][OH:10])=[CH:4][CH:3]=1. The yield is 0.330. (8) The reactants are [F:1][C:2]1[CH:3]=[C:4]([CH2:8][CH2:9][C:10]([OH:12])=[O:11])[CH:5]=[CH:6][CH:7]=1.S(Cl)(Cl)=O.[CH3:17]O. No catalyst specified. The product is [F:1][C:2]1[CH:3]=[C:4]([CH2:8][CH2:9][C:10]([O:12][CH3:17])=[O:11])[CH:5]=[CH:6][CH:7]=1. The yield is 0.940. (9) The reactants are [CH3:1][C:2]1[N:3]([CH2:30][C:31]([O:33]CC)=[O:32])[C:4]2[CH2:5][C:6]([CH3:29])([CH3:28])[CH2:7][C:8](=[O:27])[C:9]=2[C:10]=1[CH2:11][C:12]1[CH:17]=[CH:16][CH:15]=[CH:14][C:13]=1[S:18]([C:21]1[CH:26]=[CH:25][CH:24]=[CH:23][CH:22]=1)(=[O:20])=[O:19].[OH-].[Na+]. The catalyst is C1COCC1.O. The product is [CH3:1][C:2]1[N:3]([CH2:30][C:31]([OH:33])=[O:32])[C:4]2[CH2:5][C:6]([CH3:29])([CH3:28])[CH2:7][C:8](=[O:27])[C:9]=2[C:10]=1[CH2:11][C:12]1[CH:17]=[CH:16][CH:15]=[CH:14][C:13]=1[S:18]([C:21]1[CH:26]=[CH:25][CH:24]=[CH:23][CH:22]=1)(=[O:20])=[O:19]. The yield is 0.185. (10) The reactants are [Cl:1][C:2]1[C:7]([N+:8]([O-])=O)=[CH:6][CH:5]=[CH:4][C:3]=1[O:11][CH3:12].C([O-])([O-])=O.[Na+].[Na+]. The catalyst is C(O)(=O)C.C(O)C.O.[Fe]. The product is [Cl:1][C:2]1[C:3]([O:11][CH3:12])=[CH:4][CH:5]=[CH:6][C:7]=1[NH2:8]. The yield is 1.00.